Predict the product of the given reaction. From a dataset of Forward reaction prediction with 1.9M reactions from USPTO patents (1976-2016). (1) Given the reactants [N:1]1[CH:6]=[CH:5][CH:4]=[CH:3][C:2]=1[C:7]1[N:11]=[C:10]([C:12]2[CH:13]=[N:14][CH:15]=[C:16](Br)[CH:17]=2)[O:9][N:8]=1.[N:19]1[CH:24]=[C:23](B(O)O)[CH:22]=[N:21][CH:20]=1.C(=O)([O-])[O-].[Na+].[Na+], predict the reaction product. The product is: [N:1]1[CH:6]=[CH:5][CH:4]=[CH:3][C:2]=1[C:7]1[N:11]=[C:10]([C:12]2[CH:13]=[N:14][CH:15]=[C:16]([C:23]3[CH:24]=[N:19][CH:20]=[N:21][CH:22]=3)[CH:17]=2)[O:9][N:8]=1. (2) The product is: [C:2]1([C:24]2[CH:29]=[CH:28][CH:27]=[CH:26][CH:25]=2)[CH:7]=[CH:6][C:5]([NH:8][C:9]([C:11]2[O:12][C:13]([NH:16][C:17]3[CH:22]=[CH:21][CH:20]=[CH:19][C:18]=3[F:23])=[N:14][N:15]=2)=[O:10])=[CH:4][CH:3]=1. Given the reactants I[C:2]1[CH:7]=[CH:6][C:5]([NH:8][C:9]([C:11]2[O:12][C:13]([NH:16][C:17]3[CH:22]=[CH:21][CH:20]=[CH:19][C:18]=3[F:23])=[N:14][N:15]=2)=[O:10])=[CH:4][CH:3]=1.[C:24]1(B(O)O)[CH:29]=[CH:28][CH:27]=[CH:26][CH:25]=1.P([O-])([O-])([O-])=O.[K+].[K+].[K+], predict the reaction product. (3) Given the reactants Cl.[NH2:2][CH2:3][CH2:4][C:5]([O:7][C:8]([CH3:11])([CH3:10])[CH3:9])=[O:6].C(N(CC)CC)C.Cl[C:20](=[O:27])[CH2:21][C:22]([O:24][CH2:25][CH3:26])=[O:23], predict the reaction product. The product is: [C:8]([O:7][C:5](=[O:6])[CH2:4][CH2:3][NH:2][C:20](=[O:27])[CH2:21][C:22]([O:24][CH2:25][CH3:26])=[O:23])([CH3:11])([CH3:10])[CH3:9]. (4) Given the reactants [Cl:1][C:2]1[CH:8]=[C:7]([O:9][C:10]2[C:19]3[C:14](=[CH:15][C:16]([O:22][CH3:23])=[C:17]([O:20][CH3:21])[CH:18]=3)[N:13]=[CH:12][CH:11]=2)[CH:6]=[CH:5][C:3]=1[NH2:4].C(N(CC)CC)C.Cl[C:32](Cl)([O:34]C(=O)OC(Cl)(Cl)Cl)Cl.[NH2:43][C:44]1[CH:48]=[C:47]([CH3:49])[O:46][N:45]=1, predict the reaction product. The product is: [Cl:1][C:2]1[CH:8]=[C:7]([O:9][C:10]2[C:19]3[C:14](=[CH:15][C:16]([O:22][CH3:23])=[C:17]([O:20][CH3:21])[CH:18]=3)[N:13]=[CH:12][CH:11]=2)[CH:6]=[CH:5][C:3]=1[NH:4][C:32]([NH:43][C:44]1[CH:48]=[C:47]([CH3:49])[O:46][N:45]=1)=[O:34]. (5) Given the reactants [C:1]([O:5][C:6](=[O:21])[NH:7][C:8]1[C:13]([C:14]2[O:18][N:17]=[C:16]([CH2:19][Cl:20])[CH:15]=2)=[CH:12][CH:11]=[CH:10][N:9]=1)([CH3:4])([CH3:3])[CH3:2].[C:22](O[C:22]([O:24][C:25]([CH3:28])([CH3:27])[CH3:26])=[O:23])([O:24][C:25]([CH3:28])([CH3:27])[CH3:26])=[O:23].C(OCC)(=O)C.O.[Cl-].[Na+], predict the reaction product. The product is: [C:1]([O:5][C:6]([N:7]([C:8]1[C:13]([C:14]2[O:18][N:17]=[C:16]([CH2:19][Cl:20])[CH:15]=2)=[CH:12][CH:11]=[CH:10][N:9]=1)[C:22]([O:24][C:25]([CH3:28])([CH3:27])[CH3:26])=[O:23])=[O:21])([CH3:4])([CH3:2])[CH3:3]. (6) Given the reactants [C:1]([NH:8][C@H:9]([CH2:17][OH:18])[CH2:10][C:11]1[CH:16]=[CH:15][CH:14]=[CH:13][CH:12]=1)([O:3][C:4]([CH3:7])([CH3:6])[CH3:5])=[O:2].C(N(CC)CC)C, predict the reaction product. The product is: [CH2:10]([C@H:9]([NH:8][C:1](=[O:2])[O:3][C:4]([CH3:6])([CH3:5])[CH3:7])[CH:17]=[O:18])[C:11]1[CH:16]=[CH:15][CH:14]=[CH:13][CH:12]=1. (7) Given the reactants [F:1][C:2]1[CH:3]=[C:4]([C:8]2[C:17]3[C:12](=[CH:13][CH:14]=[C:15]([O:18][CH3:19])[CH:16]=3)[C:11]([NH:20][CH2:21]CO)=[N:10][C:9]=2[C:24]#[N:25])[CH:5]=[CH:6][CH:7]=1.NC[CH2:28][CH2:29][OH:30], predict the reaction product. The product is: [F:1][C:2]1[CH:3]=[C:4]([C:8]2[C:17]3[C:12](=[CH:13][CH:14]=[C:15]([O:18][CH3:19])[CH:16]=3)[C:11]([NH:20][CH2:21][CH2:28][CH2:29][OH:30])=[N:10][C:9]=2[C:24]#[N:25])[CH:5]=[CH:6][CH:7]=1.